Task: Predict the reactants needed to synthesize the given product.. Dataset: Full USPTO retrosynthesis dataset with 1.9M reactions from patents (1976-2016) (1) Given the product [CH:31]1([CH2:30][O:29][C:26]2[CH:27]=[CH:28][C:23]([C:2]3[O:1][C:5]4[CH:6]=[C:7]([O:10][CH2:11][C@@H:12]([NH:14][C:15](=[O:21])[O:16][C:17]([CH3:20])([CH3:19])[CH3:18])[CH3:13])[CH:8]=[CH:9][C:4]=4[N:3]=3)=[N:24][CH:25]=2)[CH2:32][CH2:33]1, predict the reactants needed to synthesize it. The reactants are: [O:1]1[C:5]2[CH:6]=[C:7]([O:10][CH2:11][C@@H:12]([NH:14][C:15](=[O:21])[O:16][C:17]([CH3:20])([CH3:19])[CH3:18])[CH3:13])[CH:8]=[CH:9][C:4]=2[N:3]=[CH:2]1.Br[C:23]1[CH:28]=[CH:27][C:26]([O:29][CH2:30][CH:31]2[CH2:33][CH2:32]2)=[CH:25][N:24]=1.C(P(C12CC3CC(CC(C3)C1)C2)C12CC3CC(CC(C3)C1)C2)CCC.P([O-])([O-])([O-])=O.[K+].[K+].[K+]. (2) Given the product [CH:1]1([NH:7][C:8]2[C:13]([C:14]3[N:15]=[N:16][N:17]([CH3:19])[N:18]=3)=[CH:12][N:11]=[C:10]([NH:20][C:21]3[CH:22]=[CH:23][C:24]([S:27]([CH3:35])(=[NH:29])=[O:28])=[CH:25][CH:26]=3)[N:9]=2)[CH2:6][CH2:5][CH2:4][CH2:3][CH2:2]1, predict the reactants needed to synthesize it. The reactants are: [CH:1]1([NH:7][C:8]2[C:13]([C:14]3[N:15]=[N:16][N:17]([CH3:19])[N:18]=3)=[CH:12][N:11]=[C:10]([NH:20][C:21]3[CH:26]=[CH:25][C:24]([S:27]([CH3:35])(=[N:29]C(OCC)=O)=[O:28])=[CH:23][CH:22]=3)[N:9]=2)[CH2:6][CH2:5][CH2:4][CH2:3][CH2:2]1.C([O-])C.[Na+].[Na+].[Cl-]. (3) The reactants are: [OH:1][CH2:2][C@@H:3]([C@H:5]([C@@H:7]([C@@H:9]([CH2:11][OH:12])[OH:10])[OH:8])[OH:6])[OH:4].[CH:13](=O)[C:14]1[CH:19]=[CH:18][CH:17]=[CH:16][CH:15]=1. Given the product [CH:17]1[CH:18]=[CH:19][C:14]([CH:13]2[O:6][C@H:5]([C@H:3]([OH:4])[CH2:2][OH:1])[C@H:7]([OH:8])[C@H:9]([CH2:11][OH:12])[O:10]2)=[CH:15][CH:16]=1, predict the reactants needed to synthesize it.